From a dataset of NCI-60 drug combinations with 297,098 pairs across 59 cell lines. Regression. Given two drug SMILES strings and cell line genomic features, predict the synergy score measuring deviation from expected non-interaction effect. (1) Drug 1: CCC(=C(C1=CC=CC=C1)C2=CC=C(C=C2)OCCN(C)C)C3=CC=CC=C3.C(C(=O)O)C(CC(=O)O)(C(=O)O)O. Drug 2: CCC1=C2CN3C(=CC4=C(C3=O)COC(=O)C4(CC)O)C2=NC5=C1C=C(C=C5)O. Cell line: KM12. Synergy scores: CSS=17.2, Synergy_ZIP=-8.68, Synergy_Bliss=-5.25, Synergy_Loewe=-17.9, Synergy_HSA=-3.43. (2) Drug 1: CC1CCC2CC(C(=CC=CC=CC(CC(C(=O)C(C(C(=CC(C(=O)CC(OC(=O)C3CCCCN3C(=O)C(=O)C1(O2)O)C(C)CC4CCC(C(C4)OC)OCCO)C)C)O)OC)C)C)C)OC. Drug 2: CCC1(C2=C(COC1=O)C(=O)N3CC4=CC5=C(C=CC(=C5CN(C)C)O)N=C4C3=C2)O.Cl. Cell line: SN12C. Synergy scores: CSS=22.3, Synergy_ZIP=2.03, Synergy_Bliss=3.26, Synergy_Loewe=-20.0, Synergy_HSA=0.611. (3) Drug 1: C1=NC2=C(N1)C(=S)N=C(N2)N. Drug 2: CS(=O)(=O)CCNCC1=CC=C(O1)C2=CC3=C(C=C2)N=CN=C3NC4=CC(=C(C=C4)OCC5=CC(=CC=C5)F)Cl. Cell line: SF-539. Synergy scores: CSS=15.4, Synergy_ZIP=-8.85, Synergy_Bliss=-5.81, Synergy_Loewe=-14.1, Synergy_HSA=-6.82. (4) Drug 1: CC1C(C(CC(O1)OC2CC(OC(C2O)C)OC3=CC4=CC5=C(C(=O)C(C(C5)C(C(=O)C(C(C)O)O)OC)OC6CC(C(C(O6)C)O)OC7CC(C(C(O7)C)O)OC8CC(C(C(O8)C)O)(C)O)C(=C4C(=C3C)O)O)O)O. Drug 2: C1=NC2=C(N=C(N=C2N1C3C(C(C(O3)CO)O)F)Cl)N. Cell line: A549. Synergy scores: CSS=48.5, Synergy_ZIP=-0.669, Synergy_Bliss=-2.64, Synergy_Loewe=-3.42, Synergy_HSA=-2.37. (5) Drug 1: C1=CC(=CC=C1CCCC(=O)O)N(CCCl)CCCl. Drug 2: CC=C1C(=O)NC(C(=O)OC2CC(=O)NC(C(=O)NC(CSSCCC=C2)C(=O)N1)C(C)C)C(C)C. Cell line: HOP-92. Synergy scores: CSS=50.1, Synergy_ZIP=-5.49, Synergy_Bliss=-5.44, Synergy_Loewe=-6.08, Synergy_HSA=-3.01. (6) Drug 1: COC1=C(C=C2C(=C1)N=CN=C2NC3=CC(=C(C=C3)F)Cl)OCCCN4CCOCC4. Drug 2: CC1CCCC2(C(O2)CC(NC(=O)CC(C(C(=O)C(C1O)C)(C)C)O)C(=CC3=CSC(=N3)C)C)C. Cell line: CCRF-CEM. Synergy scores: CSS=4.52, Synergy_ZIP=-1.37, Synergy_Bliss=2.94, Synergy_Loewe=-0.142, Synergy_HSA=-0.553. (7) Drug 1: C1=C(C(=O)NC(=O)N1)F. Drug 2: CCCS(=O)(=O)NC1=C(C(=C(C=C1)F)C(=O)C2=CNC3=C2C=C(C=N3)C4=CC=C(C=C4)Cl)F. Cell line: BT-549. Synergy scores: CSS=29.0, Synergy_ZIP=-5.06, Synergy_Bliss=-4.17, Synergy_Loewe=-7.10, Synergy_HSA=-5.89. (8) Drug 1: CN(C)N=NC1=C(NC=N1)C(=O)N. Drug 2: CS(=O)(=O)CCNCC1=CC=C(O1)C2=CC3=C(C=C2)N=CN=C3NC4=CC(=C(C=C4)OCC5=CC(=CC=C5)F)Cl. Cell line: NCI-H226. Synergy scores: CSS=0.577, Synergy_ZIP=1.07, Synergy_Bliss=3.33, Synergy_Loewe=-0.307, Synergy_HSA=0.485. (9) Drug 1: C1CCC(C1)C(CC#N)N2C=C(C=N2)C3=C4C=CNC4=NC=N3. Drug 2: N.N.Cl[Pt+2]Cl. Cell line: UACC-257. Synergy scores: CSS=-5.27, Synergy_ZIP=2.23, Synergy_Bliss=-0.00622, Synergy_Loewe=-4.70, Synergy_HSA=-3.80.